Dataset: Reaction yield outcomes from USPTO patents with 853,638 reactions. Task: Predict the reaction yield, written as a fraction of the theoretical maximum amount of product (1.0 means a 100% yield; for example, 0.34 means a 34% yield). (1) The yield is 0.650. The catalyst is C1COCC1. The product is [F:23][C:4]1[CH:3]=[C:2]([NH:1][C:35]([NH:34][C:32](=[O:33])[CH2:31][C:28]2[CH:29]=[CH:30][C:25]([F:24])=[CH:26][CH:27]=2)=[O:36])[CH:22]=[CH:21][C:5]=1[O:6][C:7]1[CH:12]=[CH:11][N:10]=[C:9]([NH:13][C:14]2[CH:15]=[CH:16][C:17]([F:20])=[CH:18][CH:19]=2)[CH:8]=1. The reactants are [NH2:1][C:2]1[CH:22]=[CH:21][C:5]([O:6][C:7]2[CH:12]=[CH:11][N:10]=[C:9]([NH:13][C:14]3[CH:19]=[CH:18][C:17]([F:20])=[CH:16][CH:15]=3)[CH:8]=2)=[C:4]([F:23])[CH:3]=1.[F:24][C:25]1[CH:30]=[CH:29][C:28]([CH2:31][C:32]([N:34]=[C:35]=[O:36])=[O:33])=[CH:27][CH:26]=1.COC1C=CC(CNC2N=CN=C(OC3C=CC(NC(NC(=O)CC4C=CC(F)=CC=4)=O)=CC=3F)C=2)=CC=1. (2) The reactants are CS(O[CH2:6][CH2:7][CH2:8][N:9]([C:24]([O:26][C:27]([CH3:30])([CH3:29])[CH3:28])=[O:25])[CH2:10][C@@H:11]([NH:13][C:14]([O:16][CH2:17][C:18]1[CH:23]=[CH:22][CH:21]=[CH:20][CH:19]=1)=[O:15])[CH3:12])(=O)=O.[H-].[Na+].O. The catalyst is CS(C)=O. The product is [CH3:12][C@H:11]1[CH2:10][N:9]([C:24]([O:26][C:27]([CH3:30])([CH3:29])[CH3:28])=[O:25])[CH2:8][CH2:7][CH2:6][N:13]1[C:14]([O:16][CH2:17][C:18]1[CH:23]=[CH:22][CH:21]=[CH:20][CH:19]=1)=[O:15]. The yield is 0.504.